Dataset: Catalyst prediction with 721,799 reactions and 888 catalyst types from USPTO. Task: Predict which catalyst facilitates the given reaction. (1) Product: [Cl:1][C:2]1[N:7]=[CH:6][C:5]([CH2:8][N:9]2[C:13]([CH3:14])=[CH:12][C:11]([C:15]3[O:19][N:18]=[C:17]([C:20]4[CH:25]=[CH:24][C:23]([C:26]5([CH2:32][OH:33])[CH2:31][CH2:30][O:29][CH2:28][CH2:27]5)=[CH:22][CH:21]=4)[N:16]=3)=[N:10]2)=[CH:4][CH:3]=1. The catalyst class is: 56. Reactant: [Cl:1][C:2]1[N:7]=[CH:6][C:5]([CH2:8][N:9]2[C:13]([CH3:14])=[CH:12][C:11]([C:15]3[O:19][N:18]=[C:17]([C:20]4[CH:25]=[CH:24][C:23]([C:26]5([C:32](OCC)=[O:33])[CH2:31][CH2:30][O:29][CH2:28][CH2:27]5)=[CH:22][CH:21]=4)[N:16]=3)=[N:10]2)=[CH:4][CH:3]=1.[H-].[Al+3].[Li+].[H-].[H-].[H-].[Cl-].[NH4+]. (2) Reactant: CN1CCCCC1C(O)=O.C1C=NC2[N:17](O)[N:18]=NC=2C=1.CN(C(ON1N=NC2C=CC=NC1=2)=[N+](C)C)C.F[P-](F)(F)(F)(F)F.CCN(CC)CC.C([O:55][C@@H:56]([C:75]1[S:76][CH:77]=[C:78]([C:80](=[O:83])[NH:81][CH3:82])[N:79]=1)[CH2:57][C@@H:58]([N:62]([CH2:71][CH2:72][O:73][CH3:74])[C:63](=[O:70])[C@@H:64]([NH2:69])[C@@H:65]([CH3:68])[CH2:66][CH3:67])[CH:59]([CH3:61])[CH3:60])(=O)C. Product: [N:69]([C@@H:64]([C@@H:65]([CH3:68])[CH2:66][CH3:67])[C:63]([N:62]([C@@H:58]([CH:59]([CH3:61])[CH3:60])[CH2:57][C@H:56]([C:75]1[S:76][CH:77]=[C:78]([C:80]([NH:81][CH3:82])=[O:83])[N:79]=1)[OH:55])[CH2:71][CH2:72][O:73][CH3:74])=[O:70])=[N+:17]=[N-:18]. The catalyst class is: 4. (3) Reactant: C(N(CC)CC)C.[CH:8]([C:10]1[C:18]2[C:13](=[CH:14][CH:15]=[CH:16][CH:17]=2)[N:12](C(OC(C)(C)C)=O)[CH:11]=1)=[O:9].[Si:26]([O:33][CH2:34][C:35]1[CH:50]=[CH:49][C:38]([CH:39]=[N:40][C:41]2[CH:46]=[CH:45][CH:44]=[C:43]([O:47][CH3:48])[CH:42]=2)=[CH:37][CH:36]=1)([C:29]([CH3:32])([CH3:31])[CH3:30])([CH3:28])[CH3:27]. Product: [Si:26]([O:33][CH2:34][C:35]1[CH:50]=[CH:49][C:38]([CH:39]([NH:40][C:41]2[CH:46]=[CH:45][CH:44]=[C:43]([O:47][CH3:48])[CH:42]=2)[C:8]([C:10]2[C:18]3[C:13](=[CH:14][CH:15]=[CH:16][CH:17]=3)[NH:12][CH:11]=2)=[O:9])=[CH:37][CH:36]=1)([C:29]([CH3:32])([CH3:31])[CH3:30])([CH3:27])[CH3:28].[OH:33][CH2:34][C:35]1[CH:36]=[CH:37][C:38]([CH:39]([NH:40][C:41]2[CH:46]=[CH:45][CH:44]=[C:43]([O:47][CH3:48])[CH:42]=2)[C:8]([C:10]2[C:18]3[C:13](=[CH:14][CH:15]=[CH:16][CH:17]=3)[NH:12][CH:11]=2)=[O:9])=[CH:49][CH:50]=1. The catalyst class is: 433. (4) Reactant: [C:1]1([C:7]2[S:11][C:10]([O:12][C@@H:13]3[CH:20]4[CH2:21][N:16]5[CH2:17][CH:18]([CH2:22][CH:14]3[CH2:15]5)[CH2:19]4)=[N:9][N:8]=2)[CH:6]=[CH:5][CH:4]=[CH:3][CH:2]=1.[ClH:23]. Product: [ClH:23].[C:1]1([C:7]2[S:11][C:10]([O:12][C@@H:13]3[CH:20]4[CH2:21][N:16]5[CH2:17][CH:18]([CH2:22][CH:14]3[CH2:15]5)[CH2:19]4)=[N:9][N:8]=2)[CH:2]=[CH:3][CH:4]=[CH:5][CH:6]=1. The catalyst class is: 8.